From a dataset of Full USPTO retrosynthesis dataset with 1.9M reactions from patents (1976-2016). Predict the reactants needed to synthesize the given product. Given the product [CH2:1]([O:4][C:10]1[CH:15]=[CH:14][N+:13]([O-:16])=[CH:12][C:11]=1[CH3:17])[CH2:2][CH3:3], predict the reactants needed to synthesize it. The reactants are: [CH2:1]([OH:4])[CH2:2][CH3:3].CS(C)=O.Cl[C:10]1[CH:15]=[CH:14][N+:13]([O-:16])=[CH:12][C:11]=1[CH3:17].